This data is from NCI-60 drug combinations with 297,098 pairs across 59 cell lines. The task is: Regression. Given two drug SMILES strings and cell line genomic features, predict the synergy score measuring deviation from expected non-interaction effect. (1) Drug 1: CC1OCC2C(O1)C(C(C(O2)OC3C4COC(=O)C4C(C5=CC6=C(C=C35)OCO6)C7=CC(=C(C(=C7)OC)O)OC)O)O. Drug 2: CC1CCC2CC(C(=CC=CC=CC(CC(C(=O)C(C(C(=CC(C(=O)CC(OC(=O)C3CCCCN3C(=O)C(=O)C1(O2)O)C(C)CC4CCC(C(C4)OC)OCCO)C)C)O)OC)C)C)C)OC. Cell line: HCT116. Synergy scores: CSS=59.2, Synergy_ZIP=-5.36, Synergy_Bliss=-3.72, Synergy_Loewe=-2.41, Synergy_HSA=0.0892. (2) Drug 1: CC1=C2C(C(=O)C3(C(CC4C(C3C(C(C2(C)C)(CC1OC(=O)C(C(C5=CC=CC=C5)NC(=O)OC(C)(C)C)O)O)OC(=O)C6=CC=CC=C6)(CO4)OC(=O)C)OC)C)OC. Synergy scores: CSS=18.4, Synergy_ZIP=-0.772, Synergy_Bliss=-2.53, Synergy_Loewe=-18.4, Synergy_HSA=-2.47. Drug 2: C1C(C(OC1N2C=NC3=C2NC=NCC3O)CO)O. Cell line: SK-MEL-28. (3) Drug 1: CC1CCC2CC(C(=CC=CC=CC(CC(C(=O)C(C(C(=CC(C(=O)CC(OC(=O)C3CCCCN3C(=O)C(=O)C1(O2)O)C(C)CC4CCC(C(C4)OC)O)C)C)O)OC)C)C)C)OC. Drug 2: C1CN1C2=NC(=NC(=N2)N3CC3)N4CC4. Cell line: HCT-15. Synergy scores: CSS=49.6, Synergy_ZIP=-4.47, Synergy_Bliss=-0.304, Synergy_Loewe=-16.9, Synergy_HSA=-0.572. (4) Drug 1: C1CCC(C(C1)N)N.C(=O)(C(=O)[O-])[O-].[Pt+4]. Drug 2: CC1CCCC2(C(O2)CC(NC(=O)CC(C(C(=O)C(C1O)C)(C)C)O)C(=CC3=CSC(=N3)C)C)C. Cell line: DU-145. Synergy scores: CSS=66.4, Synergy_ZIP=3.68, Synergy_Bliss=3.75, Synergy_Loewe=-18.6, Synergy_HSA=4.04. (5) Drug 1: CCC1(CC2CC(C3=C(CCN(C2)C1)C4=CC=CC=C4N3)(C5=C(C=C6C(=C5)C78CCN9C7C(C=CC9)(C(C(C8N6C=O)(C(=O)OC)O)OC(=O)C)CC)OC)C(=O)OC)O.OS(=O)(=O)O. Drug 2: CCC(=C(C1=CC=CC=C1)C2=CC=C(C=C2)OCCN(C)C)C3=CC=CC=C3.C(C(=O)O)C(CC(=O)O)(C(=O)O)O. Cell line: ACHN. Synergy scores: CSS=19.9, Synergy_ZIP=-0.873, Synergy_Bliss=0.284, Synergy_Loewe=-1.41, Synergy_HSA=1.44. (6) Drug 1: CC1=C2C(C(=O)C3(C(CC4C(C3C(C(C2(C)C)(CC1OC(=O)C(C(C5=CC=CC=C5)NC(=O)OC(C)(C)C)O)O)OC(=O)C6=CC=CC=C6)(CO4)OC(=O)C)O)C)O. Drug 2: C1=CN(C=N1)CC(O)(P(=O)(O)O)P(=O)(O)O. Cell line: NCIH23. Synergy scores: CSS=3.62, Synergy_ZIP=2.46, Synergy_Bliss=9.49, Synergy_Loewe=2.44, Synergy_HSA=3.57. (7) Drug 1: CN1C(=O)N2C=NC(=C2N=N1)C(=O)N. Drug 2: CC1C(C(CC(O1)OC2CC(CC3=C2C(=C4C(=C3O)C(=O)C5=C(C4=O)C(=CC=C5)OC)O)(C(=O)CO)O)N)O.Cl. Cell line: OVCAR-4. Synergy scores: CSS=20.8, Synergy_ZIP=-0.586, Synergy_Bliss=1.18, Synergy_Loewe=-15.0, Synergy_HSA=2.38.